Dataset: Full USPTO retrosynthesis dataset with 1.9M reactions from patents (1976-2016). Task: Predict the reactants needed to synthesize the given product. (1) Given the product [F:2][C:3]1[CH:8]=[CH:7][C:6]([N+:9]([O-:11])=[O:10])=[CH:5][C:4]=1[C:12]([CH3:13])=[CH2:15], predict the reactants needed to synthesize it. The reactants are: [Br-].[F:2][C:3]1[CH:8]=[CH:7][C:6]([N+:9]([O-:11])=[O:10])=[CH:5][C:4]=1[C:12](=O)[CH3:13].[C:15]1(C)C=CC=CC=1. (2) Given the product [CH:1]1([C:4]2[CH:8]=[C:7]([N:9]3[CH2:18][CH2:17][C:16]4[N:15]=[C:14]([O:19][CH3:20])[N:13]=[C:12]([O:21][CH3:22])[C:11]=4[CH2:10]3)[N:6]([CH2:23][CH3:24])[N:5]=2)[CH2:2][CH2:3]1, predict the reactants needed to synthesize it. The reactants are: [CH:1]1([C:4]2[CH:8]=[C:7]([NH:9][CH2:10][C:11]3[C:12]([O:21][CH3:22])=[N:13][C:14]([O:19][CH3:20])=[N:15][C:16]=3[CH:17]=[CH2:18])[N:6]([CH2:23][CH3:24])[N:5]=2)[CH2:3][CH2:2]1. (3) Given the product [NH2:1][C:2]1[N:11]=[C:10]([O:12][CH2:13][CH3:14])[C:9]2[C:4](=[N+:5]([O-:15])[CH:6]=[CH:7][N:8]=2)[N:3]=1, predict the reactants needed to synthesize it. The reactants are: [NH2:1][C:2]1[N:11]=[C:10]([O:12][CH2:13][CH3:14])[C:9]2[C:4](=[N:5][CH:6]=[CH:7][N:8]=2)[N:3]=1.[OH:15]O. (4) Given the product [CH2:34]=[C:33]1[CH:35]=[CH:28][C:27]2[CH:30]=[C:23]([C:20](=[O:22])[CH3:21])[CH:24]=[CH:25][C:26]=2[O:31][CH2:32]1, predict the reactants needed to synthesize it. The reactants are: C1(P(C2C=CC=CC=2)C2C=CC=CC=2)C=CC=CC=1.[C:20]([C:23]1[CH:24]=[CH:25][C:26]([O:31][CH2:32][C:33]([CH2:35]I)=[CH2:34])=[C:27]([CH:30]=1)[CH:28]=O)(=[O:22])[CH3:21].C[O-].[Na+].O. (5) Given the product [OH:13][C:12]1[C:11]2[C:10](=[CH:19][CH:18]=[C:17]([O:20][CH3:21])[CH:16]=2)[C:8](=[O:9])[N:7]([CH3:22])[C:6]=1[C:4]#[N:5], predict the reactants needed to synthesize it. The reactants are: C[O-].[Na+].[C:4]([CH2:6][N:7]([CH3:22])[C:8]([C:10]1[CH:19]=[CH:18][C:17]([O:20][CH3:21])=[CH:16][C:11]=1[C:12](OC)=[O:13])=[O:9])#[N:5]. (6) The reactants are: [Cl-:1].[Cl-].[C:3](=[Zr+2:6](C1C2C(=CC=CC=2)C([Si](C)(C)C)=C1)C1C2C(=CC=CC=2)C([Si](C)(C)C)=C1)([CH3:5])[CH3:4].C[Si](C)(C)C1C2C(=CC=CC=2)[CH:37]([C:44]([CH:47]2[C:55]3[C:50](=CC=CC=3)[C:49]([Si](C)(C)C)=[CH:48]2)([CH3:46])[CH3:45])C=1.[C:79]([C:76]1[CH:77]=[CH:78][CH:74](C([CH:74]2[CH:78]=[CH:77][C:76]([C:79]([CH3:82])([CH3:81])[CH3:80])=[CH:75]2)(C)C)[CH:75]=1)([CH3:82])([CH3:81])[CH3:80]. Given the product [Cl-:1].[Cl-:1].[C:3](=[Zr+2:6]([CH:50]1[CH:49]=[CH:48][C:47]([C:44]([CH3:37])([CH3:45])[CH3:46])=[CH:55]1)[CH:74]1[CH:78]=[CH:77][C:76]([C:79]([CH3:80])([CH3:81])[CH3:82])=[CH:75]1)([CH3:5])[CH3:4], predict the reactants needed to synthesize it. (7) Given the product [OH:59][CH2:58][C:57]([NH:56][C:21]([C:18]1[N:19]=[N:20][C:15]([O:14][CH2:13][C:12]2[C:8]([C:5]3[CH:4]=[CH:3][C:2]([F:1])=[CH:7][N:6]=3)=[N:9][O:10][C:11]=2[CH3:24])=[CH:16][CH:17]=1)=[O:23])([CH3:61])[CH3:60], predict the reactants needed to synthesize it. The reactants are: [F:1][C:2]1[CH:3]=[CH:4][C:5]([C:8]2[C:12]([CH2:13][O:14][C:15]3[N:20]=[N:19][C:18]([C:21]([OH:23])=O)=[CH:17][CH:16]=3)=[C:11]([CH3:24])[O:10][N:9]=2)=[N:6][CH:7]=1.F[B-](F)(F)F.N1(OC(N(C)C)=[N+](C)C)C2C=CC=CC=2N=N1.C(N(CC)C(C)C)(C)C.[NH2:56][C:57]([CH3:61])([CH3:60])[CH2:58][OH:59]. (8) The reactants are: Cl.[CH2:2]([O:4][C:5](=[O:31])[C:6]1[CH:11]=[CH:10][C:9]([O:12][CH2:13][CH2:14][C@H:15]([CH:17]2[CH2:22][CH2:21][N:20](C(OC(C)(C)C)=O)[CH2:19][CH2:18]2)C)=[N:8][C:7]=1[CH3:30])[CH3:3]. Given the product [CH2:2]([O:4][C:5](=[O:31])[C:6]1[CH:11]=[CH:10][C:9]([O:12][CH2:13][CH2:14][CH2:15][CH:17]2[CH2:18][CH2:19][NH:20][CH2:21][CH2:22]2)=[N:8][C:7]=1[CH3:30])[CH3:3], predict the reactants needed to synthesize it. (9) Given the product [F:1][C:2]1[CH:3]=[C:4]([C:8]2[C:12]([C:13]#[C:14][C:15]3[CH:16]=[CH:17][CH:18]=[CH:19][CH:20]=3)=[C:11]([NH2:21])[NH:10][N:9]=2)[CH:5]=[CH:6][CH:7]=1, predict the reactants needed to synthesize it. The reactants are: [F:1][C:2]1[CH:3]=[C:4]([C:8]2[C:12]([C:13]#[C:14][C:15]3[CH:20]=[CH:19][CH:18]=[CH:17][CH:16]=3)=[C:11]([NH:21]C(=O)C)[NH:10][N:9]=2)[CH:5]=[CH:6][CH:7]=1.C(O)C.[OH-].[Na+].